From a dataset of Peptide-MHC class I binding affinity with 185,985 pairs from IEDB/IMGT. Regression. Given a peptide amino acid sequence and an MHC pseudo amino acid sequence, predict their binding affinity value. This is MHC class I binding data. (1) The peptide sequence is MPTDMLKLF. The MHC is HLA-B35:01 with pseudo-sequence HLA-B35:01. The binding affinity (normalized) is 1.00. (2) The peptide sequence is SVFPFDGTR. The MHC is HLA-A03:01 with pseudo-sequence HLA-A03:01. The binding affinity (normalized) is 0.424. (3) The peptide sequence is VLPHLCLDYK. The MHC is HLA-B53:01 with pseudo-sequence HLA-B53:01. The binding affinity (normalized) is 0. (4) The peptide sequence is REFYLRVGF. The MHC is HLA-B44:02 with pseudo-sequence HLA-B44:02. The binding affinity (normalized) is 0.0847. (5) The peptide sequence is RMVLAFITFL. The MHC is HLA-A02:17 with pseudo-sequence HLA-A02:17. The binding affinity (normalized) is 0.948. (6) The peptide sequence is RPAPGGKAY. The MHC is HLA-B35:01 with pseudo-sequence HLA-B35:01. The binding affinity (normalized) is 0.666. (7) The peptide sequence is GEMWAQDAA. The MHC is HLA-A02:01 with pseudo-sequence HLA-A02:01. The binding affinity (normalized) is 0.123.